From a dataset of Forward reaction prediction with 1.9M reactions from USPTO patents (1976-2016). Predict the product of the given reaction. (1) The product is: [Cl:27][C:5]1[CH:4]=[N:3][C:2]2[C:15]3[N:14]([CH:16]4[CH2:21][CH2:20][CH2:19][CH2:18][O:17]4)[N:13]=[CH:12][C:11]=3[C:9](=[O:10])[N:8]([CH2:22][C:23]([F:26])([F:25])[F:24])[C:7]=2[CH:6]=1. Given the reactants Cl[C:2]1[C:7]([N:8]([CH2:22][C:23]([F:26])([F:25])[F:24])[C:9]([C:11]2[CH:12]=[N:13][N:14]([CH:16]3[CH2:21][CH2:20][CH2:19][CH2:18][O:17]3)[CH:15]=2)=[O:10])=[CH:6][C:5]([Cl:27])=[CH:4][N:3]=1.C([O-])(=O)C.[K+], predict the reaction product. (2) The product is: [C:7]1([C@@H:5]([OH:6])[CH2:4][C:2]#[N:3])[CH:12]=[CH:11][CH:10]=[CH:9][CH:8]=1. Given the reactants O.[C:2]([CH2:4][C:5]([C:7]1[CH:12]=[CH:11][CH:10]=[CH:9][CH:8]=1)=[O:6])#[N:3].[H][H], predict the reaction product.